The task is: Regression/Classification. Given a drug SMILES string, predict its absorption, distribution, metabolism, or excretion properties. Task type varies by dataset: regression for continuous measurements (e.g., permeability, clearance, half-life) or binary classification for categorical outcomes (e.g., BBB penetration, CYP inhibition). For this dataset (lipophilicity_astrazeneca), we predict Y.. This data is from Experimental lipophilicity measurements (octanol/water distribution) for 4,200 compounds from AstraZeneca. The molecule is CCN(C(=O)c1ccc(-c2ccc(Cl)cc2)o1)c1ccc(N2CCNCC2)cc1. The Y is 3.30 logD.